From a dataset of Forward reaction prediction with 1.9M reactions from USPTO patents (1976-2016). Predict the product of the given reaction. (1) The product is: [CH:29]1([CH2:32][N:1]([CH2:32][CH:29]2[CH2:31][CH2:30]2)[CH2:2][CH2:3][NH:4][C@H:5]2[CH2:10][CH2:9][C@H:8]([CH2:11][C:12]([NH:14][C@H:15]3[CH2:20][C:19]4[CH:21]=[CH:22][CH:23]=[C:24]([C:25]([OH:27])=[O:26])[C:18]=4[O:17][B:16]3[OH:28])=[O:13])[CH2:7][CH2:6]2)[CH2:31][CH2:30]1. Given the reactants [NH2:1][CH2:2][CH2:3][NH:4][C@H:5]1[CH2:10][CH2:9][C@H:8]([CH2:11][C:12]([NH:14][C@H:15]2[CH2:20][C:19]3[CH:21]=[CH:22][CH:23]=[C:24]([C:25]([OH:27])=[O:26])[C:18]=3[O:17][B:16]2[OH:28])=[O:13])[CH2:7][CH2:6]1.[CH:29]1([CH:32]=O)[CH2:31][CH2:30]1, predict the reaction product. (2) The product is: [OH:10][CH2:11][C:12]1[CH:17]=[CH:16][C:15]([C:2]2[CH:3]=[CH:4][C:5]([CH:8]=[O:9])=[N:6][CH:7]=2)=[CH:14][CH:13]=1. Given the reactants Br[C:2]1[CH:3]=[CH:4][C:5]([CH:8]=[O:9])=[N:6][CH:7]=1.[OH:10][CH2:11][C:12]1[CH:17]=[CH:16][C:15](B(O)O)=[CH:14][CH:13]=1.C([O-])([O-])=O.[Na+].[Na+].CCOC(C)=O.CCCCCC, predict the reaction product. (3) Given the reactants C(OC(=O)[NH:7][C@H:8]([CH3:23])[CH2:9][CH2:10][N:11]1[CH2:14][CH:13]([O:15][C:16]2[CH:21]=[CH:20][C:19]([Cl:22])=[CH:18][CH:17]=2)[CH2:12]1)(C)(C)C.FC(F)(F)C(O)=O, predict the reaction product. The product is: [Cl:22][C:19]1[CH:18]=[CH:17][C:16]([O:15][CH:13]2[CH2:14][N:11]([CH2:10][CH2:9][C@H:8]([NH2:7])[CH3:23])[CH2:12]2)=[CH:21][CH:20]=1. (4) Given the reactants [Cl:1][C:2]1[CH:7]=[CH:6][C:5]([CH:8]([C:26]2[CH:31]=[CH:30][C:29]([Cl:32])=[CH:28][CH:27]=2)[C:9]2[CH:10]=[C:11]3[C:16](=[CH:17][CH:18]=2)[N:15]=[N:14][CH:13]=[C:12]3[NH:19][CH:20]2[CH2:25][CH2:24][NH:23][CH2:22][CH2:21]2)=[CH:4][CH:3]=1.[CH:33]([C:35]1[S:39][C:38]([C:40]([OH:42])=[O:41])=[CH:37][CH:36]=1)=O.[BH3-]C#N.[Na+].CC(O)=O, predict the reaction product. The product is: [Cl:1][C:2]1[CH:7]=[CH:6][C:5]([CH:8]([C:26]2[CH:27]=[CH:28][C:29]([Cl:32])=[CH:30][CH:31]=2)[C:9]2[CH:10]=[C:11]3[C:16](=[CH:17][CH:18]=2)[N:15]=[N:14][CH:13]=[C:12]3[NH:19][CH:20]2[CH2:21][CH2:22][N:23]([CH2:33][C:35]3[S:39][C:38]([C:40]([OH:42])=[O:41])=[CH:37][CH:36]=3)[CH2:24][CH2:25]2)=[CH:4][CH:3]=1. (5) Given the reactants Cl[C:2]([O:4][C:5]1[CH:10]=[CH:9][CH:8]=[CH:7][CH:6]=1)=[O:3].[CH3:11][N:12]1[C:20]2[CH:19]=[CH:18][CH:17]=[C:16]([NH2:21])[C:15]=2[CH:14]=[N:13]1.N1C=CC=CC=1, predict the reaction product. The product is: [CH3:11][N:12]1[C:20]2[C:15](=[C:16]([NH:21][C:2](=[O:3])[O:4][C:5]3[CH:10]=[CH:9][CH:8]=[CH:7][CH:6]=3)[CH:17]=[CH:18][CH:19]=2)[CH:14]=[N:13]1. (6) Given the reactants [CH:1]1([N:4]([CH2:39][C:40]2[CH:45]=[C:44]([CH2:46][CH2:47][CH2:48][O:49][CH3:50])[CH:43]=[C:42]([OH:51])[CH:41]=2)[C:5]([C@@H:7]2[C@@H:12]([C:13]3[CH:18]=[CH:17][C:16]([O:19][CH2:20][CH2:21][O:22][C:23]4[C:28]([Cl:29])=[CH:27][C:26]([CH3:30])=[CH:25][C:24]=4[Cl:31])=[CH:15][CH:14]=3)[CH2:11][CH2:10][N:9]([C:32]([O:34][C:35]([CH3:38])([CH3:37])[CH3:36])=[O:33])[CH2:8]2)=[O:6])[CH2:3][CH2:2]1.CS(O[CH2:57][C:58]1([CH2:61][C:62]#[N:63])[CH2:60][CH2:59]1)(=O)=O.C(=O)([O-])[O-].[Cs+].[Cs+], predict the reaction product. The product is: [C:62]([CH2:61][C:58]1([CH2:57][O:51][C:42]2[CH:41]=[C:40]([CH:45]=[C:44]([CH2:46][CH2:47][CH2:48][O:49][CH3:50])[CH:43]=2)[CH2:39][N:4]([CH:1]2[CH2:3][CH2:2]2)[C:5]([C@@H:7]2[C@@H:12]([C:13]3[CH:14]=[CH:15][C:16]([O:19][CH2:20][CH2:21][O:22][C:23]4[C:28]([Cl:29])=[CH:27][C:26]([CH3:30])=[CH:25][C:24]=4[Cl:31])=[CH:17][CH:18]=3)[CH2:11][CH2:10][N:9]([C:32]([O:34][C:35]([CH3:38])([CH3:37])[CH3:36])=[O:33])[CH2:8]2)=[O:6])[CH2:60][CH2:59]1)#[N:63]. (7) The product is: [CH3:14][N:4]1[C:5]2[C:10](=[CH:9][CH:8]=[CH:7][CH:6]=2)[C:11](=[O:13])[N:12]=[C:3]1[CH2:2][O:15][C:16]1[CH:23]=[CH:22][C:19]([CH:20]=[O:21])=[CH:18][CH:17]=1. Given the reactants Cl[CH2:2][C:3]1[N:4]([CH3:14])[C:5]2[C:10]([C:11](=[O:13])[N:12]=1)=[CH:9][CH:8]=[CH:7][CH:6]=2.[OH:15][C:16]1[CH:23]=[CH:22][C:19]([CH:20]=[O:21])=[CH:18][CH:17]=1.C([O-])([O-])=O.[K+].[K+], predict the reaction product.